From a dataset of Reaction yield outcomes from USPTO patents with 853,638 reactions. Predict the reaction yield, written as a fraction of the theoretical maximum amount of product (1.0 means a 100% yield; for example, 0.34 means a 34% yield). (1) The reactants are [OH:1][NH2:2].C([O:5][C:6](=O)[CH2:7][CH2:8][CH2:9][CH2:10][CH2:11][CH2:12][N:13]([C:20]1[CH:25]=[CH:24][C:23]([CH3:26])=[CH:22][N:21]=1)[C:14]1[CH:19]=[CH:18][CH:17]=[CH:16][N:15]=1)C. The yield is 0.750. The catalyst is CO.CN(C=O)C. The product is [OH:1][NH:2][C:6](=[O:5])[CH2:7][CH2:8][CH2:9][CH2:10][CH2:11][CH2:12][N:13]([C:20]1[CH:25]=[CH:24][C:23]([CH3:26])=[CH:22][N:21]=1)[C:14]1[CH:19]=[CH:18][CH:17]=[CH:16][N:15]=1. (2) The reactants are [CH3:1][S:2][C:3]1[CH:10]=[CH:9][C:6]([CH2:7]O)=[CH:5][C:4]=1[C:11]([F:14])([F:13])[F:12].S(Cl)([Cl:17])=O. The catalyst is C1(C)C=CC=CC=1. The product is [CH3:1][S:2][C:3]1[CH:10]=[CH:9][C:6]([CH2:7][Cl:17])=[CH:5][C:4]=1[C:11]([F:14])([F:13])[F:12]. The yield is 0.780.